Dataset: Catalyst prediction with 721,799 reactions and 888 catalyst types from USPTO. Task: Predict which catalyst facilitates the given reaction. Reactant: COC1C=CC=C[C:4]=1[O:5][C:6]1[CH:11]=[CH:10][C:9]([C:12](=O)[CH3:13])=[CH:8][CH:7]=1.C([BH3-])#N.[Na+].C[Si](Cl)(C)C. Product: [CH2:12]([C:9]1[CH:8]=[CH:7][C:6]([O:5][CH2:4][O:5][C:6]2[CH:11]=[CH:10][CH:9]=[CH:8][CH:7]=2)=[CH:11][CH:10]=1)[CH3:13]. The catalyst class is: 245.